From a dataset of Forward reaction prediction with 1.9M reactions from USPTO patents (1976-2016). Predict the product of the given reaction. (1) Given the reactants [OH:1][C@@H:2]1[C@@H:9]2[C@@:5]([C:12]([O:14][CH3:15])=[O:13])([O:6][C:7]([CH3:11])([CH3:10])[O:8]2)[O:4][C@@H:3]1[CH2:16][OH:17].[S:18](Cl)([C:21]1[CH:27]=[CH:26][C:24]([CH3:25])=[CH:23][CH:22]=1)(=[O:20])=[O:19], predict the reaction product. The product is: [OH:1][C@@H:2]1[C@@H:9]2[C@@:5]([C:12]([O:14][CH3:15])=[O:13])([O:6][C:7]([CH3:11])([CH3:10])[O:8]2)[O:4][C@@H:3]1[CH2:16][O:17][S:18]([C:21]1[CH:27]=[CH:26][C:24]([CH3:25])=[CH:23][CH:22]=1)(=[O:20])=[O:19]. (2) Given the reactants [Br:1][C:2]1[CH:7]=[CH:6][C:5]([CH2:8][CH2:9][CH2:10][OH:11])=[CH:4][CH:3]=1.[Cl:12][C:13]1[C:18]([F:19])=[CH:17][CH:16]=[C:15]([F:20])[C:14]=1O.N(C(N1CCCCC1)=O)=NC(N1CCCCC1)=O.C(P(CCCC)CCCC)CCC, predict the reaction product. The product is: [Br:1][C:2]1[CH:3]=[CH:4][C:5]([CH2:8][CH2:9][CH2:10][O:11][C:14]2[C:13]([Cl:12])=[C:18]([F:19])[CH:17]=[CH:16][C:15]=2[F:20])=[CH:6][CH:7]=1. (3) Given the reactants [NH2:1][C:2]1[CH:7]=[CH:6][C:5]([CH2:8][C:9]([OH:11])=[O:10])=[CH:4][CH:3]=1.CC1(C)OC(=O)[C:16]2([CH2:18][CH2:17]2)[C:15](=O)[O:14]1, predict the reaction product. The product is: [O:14]=[C:15]1[CH2:16][CH2:17][CH2:18][N:1]1[C:2]1[CH:3]=[CH:4][C:5]([CH2:8][C:9]([OH:11])=[O:10])=[CH:6][CH:7]=1. (4) Given the reactants ON1C2C=CC=CC=2N=N1.C(N=C=NCCCN(C)C)C.C(N(CC)CC)C.[NH2:29][C:30]1[C:35]([OH:36])=[C:34]([F:37])[C:33]([C:38]2[CH:43]=[CH:42][CH:41]=[CH:40][CH:39]=2)=[C:32]([CH3:44])[C:31]=1[C:45]#[N:46].[O:47]1[CH:51]=[CH:50][CH:49]=[C:48]1[CH2:52][C:53](O)=O, predict the reaction product. The product is: [F:37][C:34]1[C:33]([C:38]2[CH:43]=[CH:42][CH:41]=[CH:40][CH:39]=2)=[C:32]([CH3:44])[C:31]([C:45]#[N:46])=[C:30]2[C:35]=1[O:36][C:53]([CH2:52][C:48]1[O:47][CH:51]=[CH:50][CH:49]=1)=[N:29]2.